Task: Predict the reaction yield, written as a fraction of the theoretical maximum amount of product (1.0 means a 100% yield; for example, 0.34 means a 34% yield).. Dataset: Reaction yield outcomes from USPTO patents with 853,638 reactions (1) The reactants are [Cl-].[Al+3].[Cl-].[Cl-].[C:5]([N:8]1[C:17]2[C:12](=[CH:13][C:14]([C:18]3[CH:23]=[CH:22][C:21]([CH2:24][N:25]4[CH2:30][CH2:29][CH2:28][CH2:27][CH2:26]4)=[CH:20][CH:19]=3)=[CH:15][CH:16]=2)[C@H:11]([NH:31]C(=O)OC(C)C)[CH2:10][C@@H:9]1[CH3:38])(=[O:7])[CH3:6].C(N(CC)CC)C.CCOC(C)=O. The catalyst is C(Cl)Cl.CO. The product is [C:5]([N:8]1[C:17]2[C:12](=[CH:13][C:14]([C:18]3[CH:23]=[CH:22][C:21]([CH2:24][N:25]4[CH2:30][CH2:29][CH2:28][CH2:27][CH2:26]4)=[CH:20][CH:19]=3)=[CH:15][CH:16]=2)[C@H:11]([NH2:31])[CH2:10][C@@H:9]1[CH3:38])(=[O:7])[CH3:6]. The yield is 0.181. (2) The yield is 0.750. The reactants are CC(OI1(OC(C)=O)(OC(C)=O)OC(=O)C2C=CC=CC1=2)=O.[Cl:23][C:24]1[C:32]2[N:31]=[C:30]3[N:33]([C:37]4[C:38]([CH3:46])=[N:39][C:40]([N:43]([CH3:45])[CH3:44])=[CH:41][CH:42]=4)[CH2:34][CH2:35][CH2:36][N:29]3[C:28]=2[C:27]([CH2:47][OH:48])=[CH:26][CH:25]=1. The catalyst is CS(C)=O.C(#N)C.C(=O)([O-])O.[Na+]. The product is [Cl:23][C:24]1[CH:25]=[CH:26][C:27]([CH:47]=[O:48])=[C:28]2[C:32]=1[N:31]=[C:30]1[N:33]([C:37]3[C:38]([CH3:46])=[N:39][C:40]([N:43]([CH3:45])[CH3:44])=[CH:41][CH:42]=3)[CH2:34][CH2:35][CH2:36][N:29]21. (3) The reactants are C([O:14][C:15]1[C:16]2[C:29](=[O:30])[N:28](CC3C=CC(OC)=CC=3OC)[C:27](=O)[C:17]=2[C:18]([O:25][CH3:26])=[C:19]2[C:24]=1[N:23]=[CH:22][CH:21]=[CH:20]2)(C1C=CC=CC=1)C1C=CC=CC=1.O.C(O)(C)C.[BH4-].[Li+]. The catalyst is O1CCCC1.CO. The product is [OH:14][C:15]1[C:16]2[C:29](=[O:30])[NH:28][CH2:27][C:17]=2[C:18]([O:25][CH3:26])=[C:19]2[C:24]=1[N:23]=[CH:22][CH:21]=[CH:20]2. The yield is 1.13. (4) The reactants are Cl.[NH2:2][C:3]1[CH:4]=[CH:5][C:6]([OH:12])=[C:7]([CH:11]=1)[C:8]([OH:10])=[O:9].[CH3:13]O. No catalyst specified. The product is [NH2:2][C:3]1[CH:4]=[CH:5][C:6]([OH:12])=[C:7]([CH:11]=1)[C:8]([O:10][CH3:13])=[O:9]. The yield is 0.785. (5) The reactants are [F:1][C:2]([F:20])([F:19])[C:3](=O)[CH2:4][C:5]([C:7]1[CH:17]=[CH:16][C:10]2[O:11][CH2:12][C:13](=[O:15])[NH:14][C:9]=2[CH:8]=1)=O.Cl.[Cl:22][C:23]1[CH:28]=[CH:27][CH:26]=[C:25]([Cl:29])[C:24]=1[NH:30][NH2:31]. No catalyst specified. The product is [Cl:22][C:23]1[CH:28]=[CH:27][CH:26]=[C:25]([Cl:29])[C:24]=1[N:30]1[C:5]([C:7]2[CH:17]=[CH:16][C:10]3[O:11][CH2:12][C:13](=[O:15])[NH:14][C:9]=3[CH:8]=2)=[CH:4][C:3]([C:2]([F:20])([F:19])[F:1])=[N:31]1. The yield is 0.680. (6) The reactants are [Cl:1][C:2]1[CH:3]=[C:4]2[C:10]([C:11]3[N:16]=[C:15]([NH:17][C@H:18]4[CH2:22][CH2:21][N:20]([S:23]([CH3:26])(=[O:25])=[O:24])[CH2:19]4)[C:14]([F:27])=[CH:13][N:12]=3)=[CH:9][NH:8][C:5]2=[N:6][CH:7]=1.[CH:28]1(S(Cl)(=O)=O)[CH2:32]C[CH2:30][CH2:29]1. No catalyst specified. The product is [Cl:1][C:2]1[CH:3]=[C:4]2[C:10]([C:11]3[N:16]=[C:15]([NH:17][C@H:18]4[CH2:22][CH2:21][N:20]([S:23]([CH:26]5[CH2:30][CH2:29][CH2:28][CH2:32]5)(=[O:24])=[O:25])[CH2:19]4)[C:14]([F:27])=[CH:13][N:12]=3)=[CH:9][NH:8][C:5]2=[N:6][CH:7]=1. The yield is 0.200. (7) The reactants are O[C:2]([CH2:4][CH2:5][CH2:6][CH2:7][C@H:8]1[C@@H:16]2[C@@H:11]([NH:12][C:13]([NH:15]2)=[O:14])[CH2:10][S:9]1)=[O:3].O.ON1C2C=CC=CC=2N=N1.Cl.CN(C)CCCN=C=NCC.CCN(CC)CC.[F:47][C:48]1[CH:62]=[CH:61][CH:60]=[C:59]([F:63])[C:49]=1/[CH:50]=[CH:51]/[C:52]1[CH:58]=[CH:57][C:55]([NH2:56])=[CH:54][CH:53]=1. The product is [F:47][C:48]1[CH:62]=[CH:61][CH:60]=[C:59]([F:63])[C:49]=1/[CH:50]=[CH:51]/[C:52]1[CH:53]=[CH:54][C:55]([NH:56][C:2](=[O:3])[CH2:4][CH2:5][CH2:6][CH2:7][CH:8]2[CH:16]3[CH:11]([NH:12][C:13](=[O:14])[NH:15]3)[CH2:10][S:9]2)=[CH:57][CH:58]=1. The yield is 0.660. The catalyst is CN(C=O)C.O.